Dataset: Full USPTO retrosynthesis dataset with 1.9M reactions from patents (1976-2016). Task: Predict the reactants needed to synthesize the given product. (1) Given the product [OH:11][B:9]1[C:8]2[CH:12]=[C:13]([O:17][CH3:18])[CH:14]=[C:15]([CH3:16])[C:7]=2[CH:6]([CH2:5][C:4]([OH:19])=[O:3])[O:10]1, predict the reactants needed to synthesize it. The reactants are: C([O:3][C:4](=[O:19])[CH2:5][CH:6]1[O:10][B:9]([OH:11])[C:8]2[CH:12]=[C:13]([O:17][CH3:18])[CH:14]=[C:15]([CH3:16])[C:7]1=2)C.[Li+].[OH-].Cl. (2) Given the product [CH3:1]/[C:2](/[CH:3]([OH:4])[CH2:18][CH:17]=[CH2:16])=[CH:5]\[C:6]1[CH:11]=[CH:10][CH:9]=[CH:8][CH:7]=1, predict the reactants needed to synthesize it. The reactants are: [CH3:1]/[C:2](=[CH:5]\[C:6]1[CH:11]=[CH:10][CH:9]=[CH:8][CH:7]=1)/[CH:3]=[O:4].C(O[CH2:16][CH:17]=[CH2:18])(=O)C.O.CCN(CC)CC.CC1C(C)=C(C)C(C)=C(C)C=1C.